This data is from Catalyst prediction with 721,799 reactions and 888 catalyst types from USPTO. The task is: Predict which catalyst facilitates the given reaction. Reactant: C([Li])CCC.C(NC(C)C)(C)C.[C:13]([O:17][C:18]([N:20]1[C@H:24]2[CH2:25][CH2:26][CH2:27][CH2:28][C@H:23]2[N:22]([C:29]2[C:37]([F:38])=[CH:36][C:32]([C:33]([OH:35])=[O:34])=[C:31]([Cl:39])[N:30]=2)[CH2:21]1)=[O:19])([CH3:16])([CH3:15])[CH3:14].CN([CH:43]=[O:44])C.Cl. Product: [Cl:39][C:31]1[C:32]2[C:33](=[O:35])[O:34][CH:43]([OH:44])[C:36]=2[C:37]([F:38])=[C:29]([N:22]2[C@@H:23]3[CH2:28][CH2:27][CH2:26][CH2:25][C@@H:24]3[N:20]([C:18]([O:17][C:13]([CH3:16])([CH3:14])[CH3:15])=[O:19])[CH2:21]2)[N:30]=1. The catalyst class is: 1.